From a dataset of Full USPTO retrosynthesis dataset with 1.9M reactions from patents (1976-2016). Predict the reactants needed to synthesize the given product. Given the product [Br:11][C:12]1[C:19]([Cl:20])=[CH:18][CH:17]=[CH:16][C:13]=1[CH:14]([OH:15])[CH2:1][CH2:2][CH3:3], predict the reactants needed to synthesize it. The reactants are: [CH2:1]([Mg]Cl)[CH2:2][CH3:3].C(OCC)C.[Br:11][C:12]1[C:19]([Cl:20])=[CH:18][CH:17]=[CH:16][C:13]=1[CH:14]=[O:15].[Cl-].[NH4+].